Task: Predict the reaction yield, written as a fraction of the theoretical maximum amount of product (1.0 means a 100% yield; for example, 0.34 means a 34% yield).. Dataset: Reaction yield outcomes from USPTO patents with 853,638 reactions (1) The reactants are [Br:1][C:2]1[CH:3]=[CH:4][C:5]2[CH:9]=[CH:8][S:7][C:6]=2[CH:10]=1.C1C=CC(S(N(S(C2C=CC=CC=2)(=O)=O)[F:21])(=O)=O)=CC=1.C([Li])CCC.C(NC(C)C)(C)C. The catalyst is C1COCC1. The product is [Br:1][C:2]1[CH:3]=[CH:4][C:5]2[CH:9]=[C:8]([F:21])[S:7][C:6]=2[CH:10]=1. The yield is 0.330. (2) The reactants are [F:1][C:2]1[CH:10]=[C:9]2[C:5]([C:6]([C:12]3[N:13]=[C:14]4[C:20]([C:21](O)=[O:22])=[CH:19][N:18]([CH2:24][O:25][CH2:26][CH2:27][Si:28]([CH3:31])([CH3:30])[CH3:29])[C:15]4=[N:16][CH:17]=3)=[N:7][N:8]2[CH3:11])=[CH:4][CH:3]=1.CN(C(ON1N=NC2C=CC=NC1=2)=[N+](C)C)C.F[P-](F)(F)(F)(F)F.Cl.[Br:57][C:58]1[CH:59]=[C:60]([C:64]2([NH2:68])[CH2:67][CH2:66][CH2:65]2)[CH:61]=[CH:62][CH:63]=1.CCN(C(C)C)C(C)C. The catalyst is CN(C=O)C.O.CC(=O)OCC. The product is [Br:57][C:58]1[CH:59]=[C:60]([C:64]2([NH:68][C:21]([C:20]3[C:14]4[C:15](=[N:16][CH:17]=[C:12]([C:6]5[C:5]6[C:9](=[CH:10][C:2]([F:1])=[CH:3][CH:4]=6)[N:8]([CH3:11])[N:7]=5)[N:13]=4)[N:18]([CH2:24][O:25][CH2:26][CH2:27][Si:28]([CH3:30])([CH3:31])[CH3:29])[CH:19]=3)=[O:22])[CH2:67][CH2:66][CH2:65]2)[CH:61]=[CH:62][CH:63]=1. The yield is 0.800. (3) The reactants are Cl.Cl.[NH:3]1[CH2:6][CH:5]([C:7]2[C:8]([O:28][CH3:29])=[C:9]([CH:15]([N:17]3[C:21]4=[N:22][CH:23]=[N:24][C:25]([NH2:26])=[C:20]4[C:19]([CH3:27])=[N:18]3)[CH3:16])[CH:10]=[C:11]([Cl:14])[C:12]=2[CH3:13])[CH2:4]1.C(N(CC)CC)C.[CH3:37][C@H:38]1[CH2:40][O:39]1. The catalyst is C(O)(C)C.CO. The product is [NH2:26][C:25]1[N:24]=[CH:23][N:22]=[C:21]2[N:17]([CH:15]([C:9]3[C:8]([O:28][CH3:29])=[C:7]([CH:5]4[CH2:4][N:3]([CH2:37][C@@H:38]([OH:39])[CH3:40])[CH2:6]4)[C:12]([CH3:13])=[C:11]([Cl:14])[CH:10]=3)[CH3:16])[N:18]=[C:19]([CH3:27])[C:20]=12. The yield is 0.300.